This data is from Forward reaction prediction with 1.9M reactions from USPTO patents (1976-2016). The task is: Predict the product of the given reaction. (1) Given the reactants [H-].[Na+].[F:3][C:4]1[CH:9]=[CH:8][C:7]([SH:10])=[CH:6][CH:5]=1.I[CH2:12][CH2:13][CH:14]1[CH2:19][CH2:18][N:17]([C:20]([O:22][C:23]([CH3:26])([CH3:25])[CH3:24])=[O:21])[CH2:16][CH2:15]1, predict the reaction product. The product is: [F:3][C:4]1[CH:9]=[CH:8][C:7]([S:10][CH2:12][CH2:13][CH:14]2[CH2:15][CH2:16][N:17]([C:20]([O:22][C:23]([CH3:24])([CH3:26])[CH3:25])=[O:21])[CH2:18][CH2:19]2)=[CH:6][CH:5]=1. (2) Given the reactants [OH-].[Na+].[C:3]1([S:9]([NH:12][C:13]2[CH:14]=[C:15]([CH:19]([OH:36])[CH2:20][NH:21][C:22]([CH3:35])([CH3:34])[CH2:23][CH2:24][N:25]3[CH:29]=[C:28]([C:30]([O:32]C)=[O:31])[N:27]=[CH:26]3)[CH:16]=[CH:17][CH:18]=2)(=[O:11])=[O:10])[CH:8]=[CH:7][CH:6]=[CH:5][CH:4]=1, predict the reaction product. The product is: [C:3]1([S:9]([NH:12][C:13]2[CH:14]=[C:15]([CH:19]([OH:36])[CH2:20][NH:21][C:22]([CH3:34])([CH3:35])[CH2:23][CH2:24][N:25]3[CH:29]=[C:28]([C:30]([OH:32])=[O:31])[N:27]=[CH:26]3)[CH:16]=[CH:17][CH:18]=2)(=[O:11])=[O:10])[CH:8]=[CH:7][CH:6]=[CH:5][CH:4]=1. (3) Given the reactants C(OC([N:11]1[CH2:30][CH2:29][C:14]2([CH:16]([C:17]([N:19]3[CH2:24][CH2:23][N:22]([CH:25]4[CH2:28][CH2:27][CH2:26]4)[CH2:21][CH2:20]3)=[O:18])[CH2:15]2)[CH2:13][CH2:12]1)=O)C1C=CC=CC=1.[C:31]1(=O)[CH2:36][CH2:35][CH2:34][CH2:33][CH2:32]1, predict the reaction product. The product is: [CH:25]1([N:22]2[CH2:21][CH2:20][N:19]([C:17]([CH:16]3[C:14]4([CH2:13][CH2:12][N:11]([CH:31]5[CH2:36][CH2:35][CH2:34][CH2:33][CH2:32]5)[CH2:30][CH2:29]4)[CH2:15]3)=[O:18])[CH2:24][CH2:23]2)[CH2:26][CH2:27][CH2:28]1. (4) Given the reactants Cl.Cl.[NH2:3][C:4]1[CH:5]=[CH:6][C:7]([N:11]2[CH2:16][CH2:15][CH2:14][C@@H:13]([C:17]([N:19]3[CH2:23][CH2:22][CH2:21][CH2:20]3)=[O:18])[CH2:12]2)=[N:8][C:9]=1[NH2:10].C(N(CC)CC)C.C(O)(=O)C.Cl.[CH3:36][O:37][C:38]1[CH:43]=[CH:42][CH:41]=[CH:40][C:39]=1[C:44]1([C:47](=N)OCC)[CH2:46][CH2:45]1, predict the reaction product. The product is: [CH3:36][O:37][C:38]1[CH:43]=[CH:42][CH:41]=[CH:40][C:39]=1[C:44]1([C:47]2[NH:10][C:9]3=[N:8][C:7]([N:11]4[CH2:16][CH2:15][CH2:14][C@@H:13]([C:17]([N:19]5[CH2:23][CH2:22][CH2:21][CH2:20]5)=[O:18])[CH2:12]4)=[CH:6][CH:5]=[C:4]3[N:3]=2)[CH2:45][CH2:46]1. (5) Given the reactants O[Li].O.[CH3:4][O:5][C:6]1[C:7]([CH2:32][CH2:33][C:34]2[CH:39]=[CH:38][CH:37]=[CH:36][C:35]=2[CH2:40][C:41]([O:43]C)=[O:42])=[N:8][C:9]([NH:12][C:13]2[CH:18]=[CH:17][C:16]([CH:19]3[CH2:24][CH2:23][N:22]([C:25]([O:27][C:28]([CH3:31])([CH3:30])[CH3:29])=[O:26])[CH2:21][CH2:20]3)=[CH:15][CH:14]=2)=[N:10][CH:11]=1, predict the reaction product. The product is: [C:28]([O:27][C:25]([N:22]1[CH2:23][CH2:24][CH:19]([C:16]2[CH:15]=[CH:14][C:13]([NH:12][C:9]3[N:8]=[C:7]([CH2:32][CH2:33][C:34]4[CH:39]=[CH:38][CH:37]=[CH:36][C:35]=4[CH2:40][C:41]([OH:43])=[O:42])[C:6]([O:5][CH3:4])=[CH:11][N:10]=3)=[CH:18][CH:17]=2)[CH2:20][CH2:21]1)=[O:26])([CH3:31])([CH3:30])[CH3:29]. (6) Given the reactants [C:1]([N:8]1[CH:12]=[CH:11]N=C1)([N:3]1[CH:7]=[CH:6]N=C1)=[O:2].C[Si](C)(C)C1C=[C:17](N)[CH:18]=[CH:19][CH:20]=1.NC1C=[CH:41][C:28]([O:29][C:30]2[CH:35]=[CH:34][N:33]=[C:32]([NH:36][CH2:37][CH2:38][CH2:39][OH:40])[N:31]=2)=[CH:27][CH:26]=1, predict the reaction product. The product is: [OH:40][CH2:39][CH2:38][CH2:37][NH:36][C:32]1[N:31]=[C:30]([O:29][C:28]2[CH:41]=[CH:11][C:12]([NH:8][C:1]([NH:3][C:7]3[CH:6]=[CH:17][CH:18]=[CH:19][CH:20]=3)=[O:2])=[CH:26][CH:27]=2)[CH:35]=[CH:34][N:33]=1. (7) Given the reactants C(OC([N:8]1[CH2:12][C@@H:11]([CH2:13][N:14]([CH:31]([CH3:33])[CH3:32])[C:15](=[O:30])[C:16]2[CH:21]=[CH:20][C:19]([O:22][CH3:23])=[C:18]([O:24][CH2:25][CH2:26][CH2:27][O:28][CH3:29])[CH:17]=2)[C@H:10]([OH:34])[CH2:9]1)=O)(C)(C)C.Br[CH2:36][C:37]1[CH:38]=[C:39]([C:43]2[CH:48]=[CH:47][CH:46]=[C:45]([N+:49]([O-])=O)[CH:44]=2)[CH:40]=[CH:41][CH:42]=1.[CH3:52][C:53]#N.[OH2:55].CC#N, predict the reaction product. The product is: [C:53]([NH:49][C:45]1[CH:44]=[C:43]([C:39]2[CH:40]=[CH:41][CH:42]=[C:37]([CH2:36][O:34][C@@H:10]3[CH2:9][NH:8][CH2:12][C@H:11]3[CH2:13][N:14]([CH:31]([CH3:33])[CH3:32])[C:15](=[O:30])[C:16]3[CH:21]=[CH:20][C:19]([O:22][CH3:23])=[C:18]([O:24][CH2:25][CH2:26][CH2:27][O:28][CH3:29])[CH:17]=3)[CH:38]=2)[CH:48]=[CH:47][CH:46]=1)(=[O:55])[CH3:52].